From a dataset of Full USPTO retrosynthesis dataset with 1.9M reactions from patents (1976-2016). Predict the reactants needed to synthesize the given product. (1) The reactants are: [C:1]1([N:7]2[C:15]3[CH2:14][CH2:13][NH:12][CH2:11][C:10]=3[N:9]=[CH:8]2)[CH:6]=[CH:5][CH:4]=[CH:3][CH:2]=1.[F:16][C:17]1([F:29])[O:21][C:20]2[CH:22]=[CH:23][CH:24]=[C:25]([C:26](Cl)=[O:27])[C:19]=2[O:18]1. Given the product [F:29][C:17]1([F:16])[O:21][C:20]2[CH:22]=[CH:23][CH:24]=[C:25]([C:26]([N:12]3[CH2:13][CH2:14][C:15]4[N:7]([C:1]5[CH:2]=[CH:3][CH:4]=[CH:5][CH:6]=5)[CH:8]=[N:9][C:10]=4[CH2:11]3)=[O:27])[C:19]=2[O:18]1, predict the reactants needed to synthesize it. (2) Given the product [F:1][C:2]1[CH:3]=[CH:4][C:5]([C:8]2[C:20]3[C:19]4[C:14](=[CH:15][CH:16]=[CH:17][CH:18]=4)[C:13](=[O:34])[C:12]=3[C:11]([C:21]#[N:22])=[C:10]([N:23]3[CH2:24][CH2:25][CH2:26][CH2:27][CH2:28]3)[CH:9]=2)=[CH:6][CH:7]=1, predict the reactants needed to synthesize it. The reactants are: [F:1][C:2]1[CH:7]=[CH:6][C:5]([C:8]2[C:20]3[C:19]4[C:14](=[CH:15][CH:16]=[CH:17][CH:18]=4)[CH2:13][C:12]=3[C:11]([C:21]#[N:22])=[C:10]([N:23]3[CH2:28][CH2:27][CH2:26][CH2:25][CH2:24]3)[CH:9]=2)=[CH:4][CH:3]=1.[H-].[Na+].C1C[O:34]CC1. (3) Given the product [CH3:18][O:17][C@@H:5]([CH2:6][C:7]1[CH:8]=[CH:9][C:10]([O:13][CH2:14][CH2:15][O:30][C:26]2[CH:25]=[C:24]3[C:29](=[CH:28][CH:27]=2)[N:20]=[CH:21][CH:22]=[CH:23]3)=[CH:11][CH:12]=1)[C:4]([OH:3])=[O:19], predict the reactants needed to synthesize it. The reactants are: C([O:3][C:4](=[O:19])[C@@H:5]([O:17][CH3:18])[CH2:6][C:7]1[CH:12]=[CH:11][C:10]([O:13][CH2:14][CH2:15]Br)=[CH:9][CH:8]=1)C.[N:20]1[C:29]2[C:24](=[CH:25][C:26]([OH:30])=[CH:27][CH:28]=2)[CH:23]=[CH:22][CH:21]=1.CO[C@@H](CC1C=CC(OCCCOC2C=CC=CC=2)=CC=1)C(O)=O. (4) The reactants are: [OH:1][NH:2][C:3]([C:5]1[CH:6]=[N:7][C:8]([N:11]([CH2:13][C:14]2[S:22][C:21]3[C:20]([N:23]4[CH2:28][CH2:27][O:26][CH2:25][CH2:24]4)=[N:19][C:18]([C:29]4[CH:30]=[N:31][C:32]([O:35][CH3:36])=[CH:33][CH:34]=4)=[N:17][C:16]=3[CH:15]=2)[CH3:12])=[N:9][CH:10]=1)=[O:4].[OH-].[OH:38][CH2:39][CH2:40][N+:41]([CH3:44])([CH3:43])[CH3:42]. Given the product [OH:38][CH2:39][CH2:40][N+:41]([CH3:44])([CH3:43])[CH3:42].[OH:1][NH:2][C:3]([C:5]1[CH:10]=[N:9][C:8]([N:11]([CH2:13][C:14]2[S:22][C:21]3[C:20]([N:23]4[CH2:28][CH2:27][O:26][CH2:25][CH2:24]4)=[N:19][C:18]([C:29]4[CH:30]=[N:31][C:32]([O:35][CH3:36])=[CH:33][CH:34]=4)=[N:17][C:16]=3[CH:15]=2)[CH3:12])=[N:7][CH:6]=1)=[O:4], predict the reactants needed to synthesize it. (5) Given the product [C:17]([O:16][C:14]([CH2:13][O:1][C:2]1[C:11]2[C:6](=[CH:7][CH:8]=[CH:9][CH:10]=2)[CH:5]=[CH:4][CH:3]=1)=[O:15])([CH3:20])([CH3:19])[CH3:18], predict the reactants needed to synthesize it. The reactants are: [OH:1][C:2]1[C:11]2[C:6](=[CH:7][CH:8]=[CH:9][CH:10]=2)[CH:5]=[CH:4][CH:3]=1.Br[CH2:13][C:14]([O:16][C:17]([CH3:20])([CH3:19])[CH3:18])=[O:15].C(=O)([O-])[O-].[K+].[K+].CC(C)=O. (6) Given the product [CH:31]12[NH:36][CH:34]([CH2:33][CH2:32]1)[CH2:35][C:29](=[C:20]1[C:19]3[CH:18]=[CH:17][CH:16]=[C:15]([NH2:14])[C:28]=3[O:27][C:26]3[C:21]1=[CH:22][CH:23]=[CH:24][CH:25]=3)[CH2:30]2, predict the reactants needed to synthesize it. The reactants are: C(=[N:14][C:15]1[C:28]2[O:27][C:26]3[C:21](=[CH:22][CH:23]=[CH:24][CH:25]=3)[C:20](=[C:29]3[CH2:35][CH:34]4[N:36](C(=O)C(F)(F)F)[CH:31]([CH2:32][CH2:33]4)[CH2:30]3)[C:19]=2[CH:18]=[CH:17][CH:16]=1)(C1C=CC=CC=1)C1C=CC=CC=1.C([O-])(=O)C.[Na+].Cl.NO.[OH-].[Na+].